Dataset: Full USPTO retrosynthesis dataset with 1.9M reactions from patents (1976-2016). Task: Predict the reactants needed to synthesize the given product. (1) Given the product [OH:1][C:2]12[CH2:8][C:5]([O:9][CH2:10][CH2:11][C:12]([O:14][CH3:17])=[O:13])([CH2:4][CH2:3]1)[CH2:6][CH2:7]2, predict the reactants needed to synthesize it. The reactants are: [OH:1][C:2]12[CH2:8][C:5]([O:9][CH2:10][CH2:11][C:12]([OH:14])=[O:13])([CH2:6][CH2:7]1)[CH2:4][CH2:3]2.[N+](=[CH:17][Si](C)(C)C)=[N-]. (2) Given the product [CH3:32][C:21]1[O:20][C:19]([C:16]2[CH:17]=[CH:18][C:13]([C:4]3[C:3]([C:1]#[N:2])=[CH:8][CH:7]=[CH:6][CH:5]=3)=[CH:14][CH:15]=2)=[N:23][C:22]=1[CH2:24][CH2:25][N:26]1[CH2:30][CH2:29][CH2:28][C@H:27]1[CH3:31], predict the reactants needed to synthesize it. The reactants are: [C:1]([C:3]1[CH:8]=[CH:7][CH:6]=[CH:5][C:4]=1B(O)O)#[N:2].Br[C:13]1[CH:18]=[CH:17][C:16]([C:19]2[O:20][C:21]([CH3:32])=[C:22]([CH2:24][CH2:25][N:26]3[CH2:30][CH2:29][CH2:28][C@H:27]3[CH3:31])[N:23]=2)=[CH:15][CH:14]=1. (3) Given the product [CH2:20]([O:19][C:17](=[O:18])[C:5]#[C:4][CH2:3][CH2:2][C:1]([OH:7])=[O:6])[CH3:21], predict the reactants needed to synthesize it. The reactants are: [C:1]([OH:7])(=[O:6])[CH2:2][CH2:3][C:4]#[CH:5].[Li+].CC([N-]C(C)C)C.Cl[C:17]([O:19][CH2:20][CH3:21])=[O:18].P([O-])(O)(O)=O.[K+]. (4) The reactants are: [F:1][C:2]1[CH:3]=[C:4]2[C:8](=[CH:9][CH:10]=1)[NH:7][C:6](=[O:11])[C:5]2=O.C(O)(=O)[CH2:14][C:15]([OH:17])=[O:16]. Given the product [F:1][C:2]1[CH:3]=[C:4]2[C:8](=[CH:9][CH:10]=1)[N:7]=[C:6]([OH:11])[CH:5]=[C:14]2[C:15]([OH:17])=[O:16], predict the reactants needed to synthesize it. (5) The reactants are: C(Cl)(=O)C(Cl)=O.CS(C)=O.[Br:11][C:12]1[CH:21]=[CH:20][C:19]2[O:18][C:17]3(N4CCOCC4)[CH2:22][CH2:23][CH2:24][O:25][CH:16]3[CH:15]([OH:32])[C:14]=2[CH:13]=1.C(N(CC)CC)C. Given the product [Br:11][C:12]1[CH:21]=[CH:20][C:19]2[O:18][C:17]3[CH2:22][CH2:23][CH2:24][O:25][C:16]=3[C:15](=[O:32])[C:14]=2[CH:13]=1, predict the reactants needed to synthesize it. (6) Given the product [Cl:10][C:11]1[CH:17]=[C:16]([C:18]([F:21])([F:19])[F:20])[CH:15]=[C:14]([Cl:22])[C:12]=1[NH:13][S:2]([NH:5][C:6](=[O:9])[O:7][CH3:8])(=[O:4])=[O:3], predict the reactants needed to synthesize it. The reactants are: Cl[S:2]([NH:5][C:6](=[O:9])[O:7][CH3:8])(=[O:4])=[O:3].[Cl:10][C:11]1[CH:17]=[C:16]([C:18]([F:21])([F:20])[F:19])[CH:15]=[C:14]([Cl:22])[C:12]=1[NH2:13].C(N(CC)CC)C.O. (7) Given the product [CH2:31]([O:30][C:28](=[O:29])[C:27](=[C:18]1[C:17](=[O:26])[C:16]2[C:21](=[CH:22][C:23]([O:24][CH3:25])=[C:14]([Br:13])[CH:15]=2)[O:20][CH2:19]1)[OH:33])[CH3:32], predict the reactants needed to synthesize it. The reactants are: C(NC(C)C)(C)C.C([Li])CCC.[Br:13][C:14]1[CH:15]=[C:16]2[C:21](=[CH:22][C:23]=1[O:24][CH3:25])[O:20][CH2:19][CH2:18][C:17]2=[O:26].[C:27](OCC)(=[O:33])[C:28]([O:30][CH2:31][CH3:32])=[O:29]. (8) Given the product [ClH:1].[N:14]1[CH:13]=[C:12]([C:10]2[C:9]3[CH2:8][CH2:7][CH2:6][CH2:5][C:4]=3[N:3]=[C:2]([O:27][CH2:26][C:24]3[CH:23]=[CH:22][CH:21]=[C:20]([C:19]([F:29])([F:18])[F:28])[N:25]=3)[CH:11]=2)[CH:17]=[N:16][CH:15]=1, predict the reactants needed to synthesize it. The reactants are: [Cl:1][C:2]1[CH:11]=[C:10]([C:12]2[CH:13]=[N:14][CH:15]=[N:16][CH:17]=2)[C:9]2[CH2:8][CH2:7][CH2:6][CH2:5][C:4]=2[N:3]=1.[F:18][C:19]([F:29])([F:28])[C:20]1[N:25]=[C:24]([CH2:26][OH:27])[CH:23]=[CH:22][CH:21]=1.C(Cl)(Cl)Cl.C(=O)([O-])[O-].[Cs+].[Cs+]. (9) Given the product [Si:1]([O:18][CH2:19][CH2:20][O:21][C:22]1[CH:27]=[CH:26][C:25]([CH2:28][CH2:29][CH2:30][OH:31])=[C:24]([O:35][C:36]2[C:41]([Cl:42])=[CH:40][C:39]([C:43]([F:46])([F:45])[F:44])=[CH:38][N:37]=2)[CH:23]=1)([C:14]([CH3:15])([CH3:16])[CH3:17])([C:8]1[CH:13]=[CH:12][CH:11]=[CH:10][CH:9]=1)[C:2]1[CH:3]=[CH:4][CH:5]=[CH:6][CH:7]=1, predict the reactants needed to synthesize it. The reactants are: [Si:1]([O:18][CH2:19][CH2:20][O:21][C:22]1[CH:27]=[CH:26][C:25]([CH2:28][CH2:29][C:30](OCC)=[O:31])=[C:24]([O:35][C:36]2[C:41]([Cl:42])=[CH:40][C:39]([C:43]([F:46])([F:45])[F:44])=[CH:38][N:37]=2)[CH:23]=1)([C:14]([CH3:17])([CH3:16])[CH3:15])([C:8]1[CH:13]=[CH:12][CH:11]=[CH:10][CH:9]=1)[C:2]1[CH:7]=[CH:6][CH:5]=[CH:4][CH:3]=1.[H-].C([Al+]CC(C)C)C(C)C.